Dataset: Peptide-MHC class II binding affinity with 134,281 pairs from IEDB. Task: Regression. Given a peptide amino acid sequence and an MHC pseudo amino acid sequence, predict their binding affinity value. This is MHC class II binding data. (1) The peptide sequence is LRKAFDAFDREKSGS. The MHC is HLA-DPA10201-DPB10501 with pseudo-sequence HLA-DPA10201-DPB10501. The binding affinity (normalized) is 0.403. (2) The peptide sequence is RYANPIAFFRKEPLK. The MHC is DRB1_0404 with pseudo-sequence DRB1_0404. The binding affinity (normalized) is 0.464. (3) The peptide sequence is SQDLELSWNVNGLQAY. The MHC is HLA-DQA10301-DQB10302 with pseudo-sequence HLA-DQA10301-DQB10302. The binding affinity (normalized) is 0.610.